Dataset: Forward reaction prediction with 1.9M reactions from USPTO patents (1976-2016). Task: Predict the product of the given reaction. (1) Given the reactants [CH3:1][N:2]1[CH2:15][CH2:14][C:13]2[C:12]3[CH:11]=[C:10]([CH3:16])[CH:9]=[CH:8][C:7]=3[NH:6][C:5]=2[CH2:4][CH2:3]1.[OH-].[Na+].[CH:19]([C:21]1[CH:26]=[CH:25][CH:24]=[CH:23][N:22]=1)=[CH2:20], predict the reaction product. The product is: [CH3:1][N:2]1[CH2:15][CH2:14][C:13]2[C:12]3[CH:11]=[C:10]([CH3:16])[CH:9]=[CH:8][C:7]=3[N:6]([CH2:20][CH2:19][C:21]3[CH:26]=[CH:25][CH:24]=[CH:23][N:22]=3)[C:5]=2[CH2:4][CH2:3]1. (2) The product is: [C:24]([C:2]1[CH:10]=[CH:9][C:5]([C:6]([OH:8])=[O:7])=[C:4]([O:11][CH2:12][CH3:13])[CH:3]=1)#[N:25]. Given the reactants N[C:2]1[CH:10]=[CH:9][C:5]([C:6]([OH:8])=[O:7])=[C:4]([O:11][CH2:12][CH3:13])[CH:3]=1.N([O-])=O.[Na+].C(=O)(O)[O-].[Na+].[Cu][C:24]#[N:25].[C-]#N.[Na+], predict the reaction product. (3) Given the reactants C(OC([N:8]1[CH2:13][CH2:12][C:11]([S:18][C:19]2[CH:24]=[CH:23][C:22]([O:25][CH2:26][C:27]#[C:28][CH3:29])=[CH:21][CH:20]=2)([C:14](=[O:17])[NH:15][OH:16])[CH2:10][CH2:9]1)=O)(C)(C)C.Cl, predict the reaction product. The product is: [OH:16][NH:15][C:14]([C:11]1([S:18][C:19]2[CH:20]=[CH:21][C:22]([O:25][CH2:26][C:27]#[C:28][CH3:29])=[CH:23][CH:24]=2)[CH2:12][CH2:13][NH:8][CH2:9][CH2:10]1)=[O:17]. (4) Given the reactants C(OC([NH:8][CH2:9][C:10]([NH:12][C:13]1[CH:14]=[C:15]([CH:36]=[CH:37][C:38]=1[O:39][CH3:40])[CH2:16][S:17][C:18]1[N:26]=[C:25]2[C:21]([N:22]=[C:23]([CH2:28][CH3:29])[N:24]2[CH3:27])=[C:20]([N:30]2[CH2:35][CH2:34][O:33][CH2:32][CH2:31]2)[N:19]=1)=[O:11])=O)(C)(C)C.[ClH:41], predict the reaction product. The product is: [ClH:41].[NH2:8][CH2:9][C:10]([NH:12][C:13]1[CH:14]=[C:15]([CH:36]=[CH:37][C:38]=1[O:39][CH3:40])[CH2:16][S:17][C:18]1[N:26]=[C:25]2[C:21]([N:22]=[C:23]([CH2:28][CH3:29])[N:24]2[CH3:27])=[C:20]([N:30]2[CH2:31][CH2:32][O:33][CH2:34][CH2:35]2)[N:19]=1)=[O:11].